From a dataset of NCI-60 drug combinations with 297,098 pairs across 59 cell lines. Regression. Given two drug SMILES strings and cell line genomic features, predict the synergy score measuring deviation from expected non-interaction effect. Cell line: NCI-H522. Synergy scores: CSS=15.1, Synergy_ZIP=-4.27, Synergy_Bliss=-0.405, Synergy_Loewe=1.39, Synergy_HSA=1.37. Drug 2: C1CCC(C(C1)N)N.C(=O)(C(=O)[O-])[O-].[Pt+4]. Drug 1: C1CC(=O)NC(=O)C1N2CC3=C(C2=O)C=CC=C3N.